Dataset: Full USPTO retrosynthesis dataset with 1.9M reactions from patents (1976-2016). Task: Predict the reactants needed to synthesize the given product. (1) The reactants are: Cl[C:2]1[C:3]2[N:4]([CH:10]=[CH:11][CH:12]=2)[N:5]=[CH:6][C:7]=1[C:8]#[N:9].[Cl:13][C:14]1[CH:19]=[CH:18][CH:17]=[CH:16][C:15]=1[CH:20]([N:23]1[CH2:28][CH2:27][N:26]([CH3:29])[CH2:25][CH2:24]1)[CH2:21][NH2:22].CCN(C(C)C)C(C)C. Given the product [Cl:13][C:14]1[CH:19]=[CH:18][CH:17]=[CH:16][C:15]=1[CH:20]([N:23]1[CH2:28][CH2:27][N:26]([CH3:29])[CH2:25][CH2:24]1)[CH2:21][NH:22][C:2]1[C:3]2[N:4]([CH:10]=[CH:11][CH:12]=2)[N:5]=[CH:6][C:7]=1[C:8]#[N:9], predict the reactants needed to synthesize it. (2) Given the product [CH2:10]([O:17][C:18]1[CH:27]=[C:26]([I:28])[CH:25]=[CH:24][C:19]=1[CH2:20][OH:21])[C:11]1[CH:12]=[CH:13][CH:14]=[CH:15][CH:16]=1, predict the reactants needed to synthesize it. The reactants are: CC(C[AlH]CC(C)C)C.[CH2:10]([O:17][C:18]1[CH:27]=[C:26]([I:28])[CH:25]=[CH:24][C:19]=1[C:20](OC)=[O:21])[C:11]1[CH:16]=[CH:15][CH:14]=[CH:13][CH:12]=1. (3) Given the product [CH:15]([N:4]1[C:3]([C:7]2[S:8][CH:9]=[CH:10][CH:11]=2)=[C:2]([I:1])[CH:6]=[N:5]1)([CH2:17][CH3:18])[CH3:16], predict the reactants needed to synthesize it. The reactants are: [I:1][C:2]1[C:3]([C:7]2[S:8][CH:9]=[CH:10][CH:11]=2)=[N:4][NH:5][CH:6]=1.[H-].[Na+].I[CH:15]([CH2:17][CH3:18])[CH3:16].C(N1C=C(I)C(C2SC=CC=2)=N1)(CC)C. (4) The reactants are: C(OC(=O)[NH:7][C@H:8]([C:20](=[O:30])[NH:21][CH2:22][CH2:23][C:24]1[CH:29]=[CH:28][CH:27]=[CH:26][CH:25]=1)[CH2:9][C:10]1[CH:19]=[CH:18][C:17]2[C:12](=[CH:13][CH:14]=[CH:15][CH:16]=2)[CH:11]=1)(C)(C)C.[ClH:32]. Given the product [ClH:32].[NH2:7][C@@H:8]([CH2:9][C:10]1[CH:19]=[CH:18][C:17]2[C:12](=[CH:13][CH:14]=[CH:15][CH:16]=2)[CH:11]=1)[C:20]([NH:21][CH2:22][CH2:23][C:24]1[CH:25]=[CH:26][CH:27]=[CH:28][CH:29]=1)=[O:30], predict the reactants needed to synthesize it. (5) Given the product [NH2:2][C:1]1[C:14]2[C:9](=[CH:10][C:11]([I:15])=[CH:12][CH:13]=2)[N:8]=[N:7][C:3]=1[C:4]([NH2:6])=[O:5], predict the reactants needed to synthesize it. The reactants are: [C:1]([CH:3]([N:7]=[N:8][C:9]1[CH:14]=[CH:13][CH:12]=[C:11]([I:15])[CH:10]=1)[C:4]([NH2:6])=[O:5])#[N:2].[Al+3].[Cl-].[Cl-].[Cl-].Cl. (6) Given the product [CH3:1][C:2]1[CH:10]=[CH:9][C:5]2[S:6][C:7]([C:11]([O:13][CH3:14])=[O:22])=[CH:8][C:4]=2[CH:3]=1, predict the reactants needed to synthesize it. The reactants are: [CH3:1][C:2]1[CH:10]=[CH:9][C:5]2[S:6][CH:7]=[CH:8][C:4]=2[CH:3]=1.[CH2:11]([O:13][CH2:14]C)C.C([Li])CCC.C(=O)=[O:22].